From a dataset of Catalyst prediction with 721,799 reactions and 888 catalyst types from USPTO. Predict which catalyst facilitates the given reaction. (1) Reactant: [C:1]([Si:5]([CH3:12])([CH3:11])[O:6][CH2:7][C@@H:8]1[CH2:10][O:9]1)([CH3:4])([CH3:3])[CH3:2].[NH2:13][C:14]1[CH:15]=[CH:16][C:17]2[S:22][CH2:21][C:20](=[O:23])[NH:19][C:18]=2[CH:24]=1. Product: [C:1]([Si:5]([CH3:12])([CH3:11])[O:6][CH2:7][C@@H:8]([OH:9])[CH2:10][NH:13][C:14]1[CH:15]=[CH:16][C:17]2[S:22][CH2:21][C:20](=[O:23])[NH:19][C:18]=2[CH:24]=1)([CH3:4])([CH3:3])[CH3:2]. The catalyst class is: 23. (2) Reactant: [CH3:1][C:2]1[CH:9]=[N:8][CH:7]=[CH:6][C:3]=1[C:4]#[N:5].Cl.[NH2:11][OH:12].C([O-])([O-])=O.[Na+].[Na+]. Product: [OH:12][NH:11][C:4](=[NH:5])[C:3]1[CH:6]=[CH:7][N:8]=[CH:9][C:2]=1[CH3:1]. The catalyst class is: 14. (3) Reactant: N1C2[C:4](=[CH:5][C:6]([C:10]([OH:12])=[O:11])=[CH:7]C=2)C=C1.Cl[N:14]1[C:18](=O)[CH2:17][CH2:16][C:15]1=O.[Cl:21]CCl. Product: [Cl:21][C:16]1[C:17]2[C:18](=[CH:7][C:6]([C:10]([OH:12])=[O:11])=[CH:5][CH:4]=2)[NH:14][CH:15]=1. The catalyst class is: 3. (4) Reactant: [H-].[Na+].[CH2:3]1COCC1.[N:8]1[C:17]2[C:12](=[CH:13][CH:14]=[CH:15][CH:16]=2)[CH:11]=[C:10]([C:18]2[C:24]3[CH:25]=[CH:26][CH:27]=[CH:28][C:23]=3[NH:22][C:21](=[O:29])[CH2:20][N:19]=2)[CH:9]=1.CI. Product: [CH3:3][N:22]1[C:23]2[CH:28]=[CH:27][CH:26]=[CH:25][C:24]=2[C:18]([C:10]2[CH:9]=[N:8][C:17]3[C:12]([CH:11]=2)=[CH:13][CH:14]=[CH:15][CH:16]=3)=[N:19][CH2:20][C:21]1=[O:29]. The catalyst class is: 6. (5) Reactant: Cl[CH:2]([C:7]1[O:8][C:9]2[CH:16]=[CH:15][C:14]([O:17][CH3:18])=[CH:13][C:10]=2[C:11]=1[CH3:12])[CH2:3][CH:4]([CH3:6])[CH3:5].[NH2:19][C:20]1[CH:25]=[CH:24][C:23]([C:26]([NH:28][CH2:29][CH2:30][C:31]([O:33][CH2:34][CH3:35])=[O:32])=[O:27])=[CH:22][CH:21]=1.[I-].[Na+].C(=O)([O-])[O-].[Na+].[Na+].Cl. Product: [CH3:18][O:17][C:14]1[CH:15]=[CH:16][C:9]2[O:8][C:7]([CH:2]([NH:19][C:20]3[CH:21]=[CH:22][C:23]([C:26]([NH:28][CH2:29][CH2:30][C:31]([O:33][CH2:34][CH3:35])=[O:32])=[O:27])=[CH:24][CH:25]=3)[CH2:3][CH:4]([CH3:6])[CH3:5])=[C:11]([CH3:12])[C:10]=2[CH:13]=1. The catalyst class is: 9. (6) Reactant: CS(O[CH2:6][CH:7]1[CH2:12][CH2:11][CH2:10][N:9]([C:13]([O:15][C:16]([CH3:19])([CH3:18])[CH3:17])=[O:14])[CH2:8]1)(=O)=O.[I-:20].[Na+]. Product: [I:20][CH2:6][CH:7]1[CH2:12][CH2:11][CH2:10][N:9]([C:13]([O:15][C:16]([CH3:19])([CH3:18])[CH3:17])=[O:14])[CH2:8]1. The catalyst class is: 21. (7) Product: [CH3:1][S:2]([O:5][CH2:6][C@H:7]([CH2:13][C:14]1[CH:19]=[CH:18][C:17]2[O:20][CH2:21][O:22][C:16]=2[CH:15]=1)[C:8]([OH:10])=[O:9])(=[O:3])=[O:4]. Reactant: [CH3:1][S:2]([O:5][CH2:6][C@H:7]([CH2:13][C:14]1[CH:19]=[CH:18][C:17]2[O:20][CH2:21][O:22][C:16]=2[CH:15]=1)[C:8]([O:10]CC)=[O:9])(=[O:4])=[O:3].C1(C)C=CC(S(O)(=O)=O)=CC=1. The catalyst class is: 15. (8) Reactant: [OH-:1].[Na+].[CH2:11]([O:10]CC[O:10][CH2:11][CH:12]1[O:14][CH2:13]1)[CH:12]1[O:14][CH2:13]1. Product: [O:1]=[CH:13][C@@H:12]([C@H:11]([C@@H:13]([C@@H:12]([CH2:11][OH:10])[OH:14])[OH:1])[OH:10])[OH:14]. The catalyst class is: 6. (9) Reactant: Cl.[NH2:2][C@@H:3]([CH2:7][CH2:8][CH2:9][CH2:10][CH2:11][C:12](=[O:23])[CH:13]([O:15][CH2:16][C:17]1[CH:22]=[CH:21][CH:20]=[CH:19][CH:18]=1)[CH3:14])[C:4]([OH:6])=[O:5].[OH-].[Na+].[C:26]([O:30][C:31](O[C:31]([O:30][C:26]([CH3:29])([CH3:28])[CH3:27])=[O:32])=[O:32])([CH3:29])([CH3:28])[CH3:27]. Product: [CH2:16]([O:15][CH:13]([CH3:14])[C:12](=[O:23])[CH2:11][CH2:10][CH2:9][CH2:8][CH2:7][C@H:3]([NH:2][C:31]([O:30][C:26]([CH3:29])([CH3:28])[CH3:27])=[O:32])[C:4]([OH:6])=[O:5])[C:17]1[CH:18]=[CH:19][CH:20]=[CH:21][CH:22]=1. The catalyst class is: 12.